Dataset: Full USPTO retrosynthesis dataset with 1.9M reactions from patents (1976-2016). Task: Predict the reactants needed to synthesize the given product. (1) Given the product [F:8][C:9]1[CH:14]=[CH:13][C:12]([C@@H:15]([OH:37])[CH2:16][CH2:17][C@H:18]2[C:19](=[O:36])[N:20]([C:29]3[CH:34]=[CH:33][C:32]([C:40]#[C:39][CH2:38][NH:41][S:42]([CH3:45])(=[O:44])=[O:43])=[CH:31][CH:30]=3)[C@@H:21]2[C:22]2[CH:27]=[CH:26][C:25]([OH:28])=[CH:24][CH:23]=2)=[CH:11][CH:10]=1, predict the reactants needed to synthesize it. The reactants are: C(N(CC)CC)C.[F:8][C:9]1[CH:14]=[CH:13][C:12]([C@@H:15]([OH:37])[CH2:16][CH2:17][C@@H:18]2[C@@H:21]([C:22]3[CH:27]=[CH:26][C:25]([OH:28])=[CH:24][CH:23]=3)[N:20]([C:29]3[CH:34]=[CH:33][C:32](I)=[CH:31][CH:30]=3)[C:19]2=[O:36])=[CH:11][CH:10]=1.[CH2:38]([NH:41][S:42]([CH3:45])(=[O:44])=[O:43])[C:39]#[CH:40]. (2) Given the product [OH:11][C:8]1[CH:7]=[C:6]([OH:12])[C:5]([CH2:1][CH:2]([CH3:4])[CH3:3])=[CH:10][C:9]=1[C:18](=[O:19])[CH3:17], predict the reactants needed to synthesize it. The reactants are: [CH2:1]([C:5]1[CH:10]=[CH:9][C:8]([OH:11])=[CH:7][C:6]=1[OH:12])[CH:2]([CH3:4])[CH3:3].B(F)(F)F.[CH3:17][CH2:18][O:19]CC.C(O)(=O)C.CC([O-])=O.[Na+]. (3) The reactants are: [CH3:1][C@@H:2]([C@@H:9]1[C@@:13]2([CH3:28])[CH2:14][CH2:15][C@@H:16]3[C@@:21]4([CH3:27])[CH2:22][CH2:23][C@H:24]([OH:26])[CH2:25][C:20]4=[CH:19][CH:18]=[C:17]3[C@@H:12]2[CH2:11][CH2:10]1)[CH2:3][CH2:4][CH2:5][CH:6]([CH3:8])[CH3:7].CC(C)[O-].[Al+3].CC(C)[O-].CC(C)[O-].Cl. Given the product [CH3:8][CH:6]([CH2:5][CH2:4][CH2:3][C@H:2]([C@@H:9]1[C@:13]2([CH3:28])[C@H:12]([C:17]3[C@H:16]([CH2:15][CH2:14]2)[C@:21]2([CH3:27])[C:20]([CH2:25][C:24](=[O:26])[CH2:23][CH2:22]2)=[CH:19][CH:18]=3)[CH2:11][CH2:10]1)[CH3:1])[CH3:7], predict the reactants needed to synthesize it. (4) Given the product [Br:1][C:2]1[CH:3]=[C:4]2[C:8](=[CH:9][CH:10]=1)[C:7]([CH2:11][C:15]#[N:16])([C:17]#[N:18])[CH2:6][CH2:5]2, predict the reactants needed to synthesize it. The reactants are: [Br:1][C:2]1[CH:3]=[C:4]2[C:8](=[CH:9][CH:10]=1)[C:7](=[C:11]([C:15]#[N:16])C([O-])=O)[CH2:6][CH2:5]2.[C-:17]#[N:18].[K+].